Task: Predict the product of the given reaction.. Dataset: Forward reaction prediction with 1.9M reactions from USPTO patents (1976-2016) (1) Given the reactants [CH2:1]([O:8][CH2:9][N:10]1[C:18]2[C:17](=[O:19])[N:16](C)[C:15](=O)[N:14]([C:22]3[CH:27]=[CH:26][C:25]([Cl:28])=[CH:24][C:23]=3[Cl:29])[C:13]=2[N:12]=[C:11]1[CH2:30][CH3:31])[C:2]1[CH:7]=[CH:6][CH:5]=[CH:4][CH:3]=1.CCO.[OH-].[Na+].C([O-])(O)=O.[Na+], predict the reaction product. The product is: [CH2:1]([O:8][CH2:9][N:10]1[C:18]([C:17]([NH:16][CH3:15])=[O:19])=[C:13]([NH:14][C:22]2[CH:27]=[CH:26][C:25]([Cl:28])=[CH:24][C:23]=2[Cl:29])[N:12]=[C:11]1[CH2:30][CH3:31])[C:2]1[CH:3]=[CH:4][CH:5]=[CH:6][CH:7]=1. (2) The product is: [Cl:1][C:2]1[CH:7]=[C:6]([Cl:8])[CH:5]=[CH:4][C:3]=1[NH:9][C:10]([N:12]1[CH2:13][CH2:14][CH:15]([NH:18][S:20]([C:23]2[CH:24]=[C:25]([CH:29]=[CH:30][CH:31]=2)[C:26]([OH:28])=[O:27])(=[O:22])=[O:21])[CH2:16][CH2:17]1)=[O:11]. Given the reactants [Cl:1][C:2]1[CH:7]=[C:6]([Cl:8])[CH:5]=[CH:4][C:3]=1[NH:9][C:10]([N:12]1[CH2:17][CH2:16][CH:15]([NH2:18])[CH2:14][CH2:13]1)=[O:11].Cl[S:20]([C:23]1[CH:24]=[C:25]([CH:29]=[CH:30][CH:31]=1)[C:26]([OH:28])=[O:27])(=[O:22])=[O:21], predict the reaction product. (3) Given the reactants [F:1][C:2]1[CH:3]=[C:4]([C:12]2[CH:17]=[CH:16][C:15]([O:18][CH3:19])=[CH:14][CH:13]=2)[CH:5]=[CH:6][C:7]=1[C:8](OC)=[O:9].[H-].[Al+3].[Li+].[H-].[H-].[H-].[Cl-].[NH4+], predict the reaction product. The product is: [F:1][C:2]1[CH:3]=[C:4]([C:12]2[CH:17]=[CH:16][C:15]([O:18][CH3:19])=[CH:14][CH:13]=2)[CH:5]=[CH:6][C:7]=1[CH2:8][OH:9]. (4) Given the reactants [F:1][C:2]1[CH:3]=[CH:4][C:5]([O:25][CH3:26])=[C:6]([C@H:8]2[CH2:12][CH2:11][CH2:10][N:9]2[C:13]2[CH:18]=[CH:17][N:16]3[N:19]=[CH:20][C:21]([C:22]([OH:24])=O)=[C:15]3[N:14]=2)[CH:7]=1.[NH2:27][CH2:28][C@@H:29]([OH:32])[CH2:30][OH:31], predict the reaction product. The product is: [OH:32][C@@H:29]([CH2:30][OH:31])[CH2:28][NH:27][C:22]([C:21]1[CH:20]=[N:19][N:16]2[CH:17]=[CH:18][C:13]([N:9]3[CH2:10][CH2:11][CH2:12][C@@H:8]3[C:6]3[CH:7]=[C:2]([F:1])[CH:3]=[CH:4][C:5]=3[O:25][CH3:26])=[N:14][C:15]=12)=[O:24]. (5) The product is: [CH3:18][C:16]1([CH3:19])[C:15]2[C:10](=[CH:11][C:12]([N+:20]([O-:22])=[O:21])=[CH:13][CH:14]=2)[C:9](=[O:23])[NH:8][CH2:17]1. Given the reactants COC1C=CC(C[N:8]2[CH2:17][C:16]([CH3:19])([CH3:18])[C:15]3[C:10](=[CH:11][C:12]([N+:20]([O-:22])=[O:21])=[CH:13][CH:14]=3)[C:9]2=[O:23])=CC=1.O.O=[N+]([O-])[O-].[O-][N+](=O)[O-].[O-][N+](=O)[O-].[O-][N+](=O)[O-].[O-][N+](=O)[O-].[O-][N+](=O)[O-].[Ce+4].[NH4+].[NH4+], predict the reaction product. (6) Given the reactants [F:1][C:2]1[CH:7]=[C:6]([N:8]2[CH:13]=[CH:12][CH:11]=[CH:10][C:9]2=[O:14])[CH:5]=[CH:4][C:3]=1[CH:15]([C:20]([C:22]1[N:26]([C:27]2[CH:32]=[CH:31][C:30]([O:33][CH3:34])=[CH:29][CH:28]=2)[N:25]=[C:24]([C:35]([F:38])([F:37])[F:36])[CH:23]=1)=[O:21])C(OC)=O.S(O)(O)(=O)=O, predict the reaction product. The product is: [F:1][C:2]1[CH:7]=[C:6]([N:8]2[CH:13]=[CH:12][CH:11]=[CH:10][C:9]2=[O:14])[CH:5]=[CH:4][C:3]=1[CH2:15][C:20]([C:22]1[N:26]([C:27]2[CH:28]=[CH:29][C:30]([O:33][CH3:34])=[CH:31][CH:32]=2)[N:25]=[C:24]([C:35]([F:38])([F:37])[F:36])[CH:23]=1)=[O:21]. (7) Given the reactants [Br-:1].[Br-].[Br-].C([N+](CCCC)(CCCC)CCCC)CCC.C([N+](CCCC)(CCCC)CCCC)CCC.C([N+](CCCC)(CCCC)CCCC)CCC.[OH:55][CH2:56][CH2:57][C:58]1[CH:63]=[CH:62][CH:61]=[CH:60][C:59]=1[O:64][CH3:65], predict the reaction product. The product is: [Br:1][C:62]1[CH:61]=[CH:60][C:59]([O:64][CH3:65])=[C:58]([CH2:57][CH2:56][OH:55])[CH:63]=1. (8) Given the reactants [CH3:1][S:2](Cl)(=[O:4])=[O:3].CCN(CC)CC.[CH3:13][CH:14]([C:16]1[O:17][C:18]2[C:24]([CH2:25][OH:26])=[CH:23][C:22]([S:27]([CH3:30])(=[O:29])=[O:28])=[CH:21][C:19]=2[CH:20]=1)[CH3:15], predict the reaction product. The product is: [CH3:1][S:2]([O:26][CH2:25][C:24]1[C:18]2[O:17][C:16]([CH:14]([CH3:13])[CH3:15])=[CH:20][C:19]=2[CH:21]=[C:22]([S:27]([CH3:30])(=[O:28])=[O:29])[CH:23]=1)(=[O:4])=[O:3]. (9) Given the reactants [O:1]([C:8]1[CH:16]=[CH:15][C:11]([C:12]([OH:14])=O)=[CH:10][CH:9]=1)[C:2]1[CH:7]=[CH:6][CH:5]=[CH:4][CH:3]=1.ON1C2C=CC=CC=2N=N1.Cl.C(N=C=NCCCN(C)C)C.[Si]([O:46][CH2:47][C:48]1[S:52][C:51]([C:53](=[N:55]O)[NH2:54])=[C:50]([CH2:57][CH3:58])[CH:49]=1)(C(C)(C)C)(C)C.[F-].C([N+](CCCC)(CCCC)CCCC)CCC.O1CCCC1, predict the reaction product. The product is: [CH2:57]([C:50]1[CH:49]=[C:48]([CH2:47][OH:46])[S:52][C:51]=1[C:53]1[N:55]=[C:12]([C:11]2[CH:10]=[CH:9][C:8]([O:1][C:2]3[CH:3]=[CH:4][CH:5]=[CH:6][CH:7]=3)=[CH:16][CH:15]=2)[O:14][N:54]=1)[CH3:58]. (10) Given the reactants C(=O)([O-])[O-].[K+].[K+].Cl.[NH2:8][OH:9].Cl[S:11]([C:14]1[CH:15]=[C:16]([CH:20]=[CH:21][CH:22]=1)[C:17]([OH:19])=[O:18])(=[O:13])=[O:12].S(Cl)(Cl)(=O)=O, predict the reaction product. The product is: [OH:9][NH:8][S:11]([C:14]1[CH:15]=[C:16]([CH:20]=[CH:21][CH:22]=1)[C:17]([OH:19])=[O:18])(=[O:13])=[O:12].